This data is from Catalyst prediction with 721,799 reactions and 888 catalyst types from USPTO. The task is: Predict which catalyst facilitates the given reaction. Reactant: [CH:1]([NH:4][C:5]([CH:7]1[C:15]2[C:10](=[CH:11][C:12]([Cl:35])=[C:13]([NH:16][C:17]([C:19]3[N:20]([C:28]4[C:33]([Cl:34])=[CH:32][CH:31]=[CH:30][N:29]=4)[N:21]=[C:22]([C:24]([F:27])([F:26])[F:25])[CH:23]=3)=[O:18])[CH:14]=2)[CH2:9][CH:8]1O)=[O:6])([CH3:3])[CH3:2].C(N(S(F)(F)[F:43])CC)C.O. Product: [CH:1]([NH:4][C:5]([CH:7]1[C:15]2[C:10](=[CH:11][C:12]([Cl:35])=[C:13]([NH:16][C:17]([C:19]3[N:20]([C:28]4[C:33]([Cl:34])=[CH:32][CH:31]=[CH:30][N:29]=4)[N:21]=[C:22]([C:24]([F:25])([F:26])[F:27])[CH:23]=3)=[O:18])[CH:14]=2)[CH2:9][CH:8]1[F:43])=[O:6])([CH3:3])[CH3:2]. The catalyst class is: 4.